From a dataset of NCI-60 drug combinations with 297,098 pairs across 59 cell lines. Regression. Given two drug SMILES strings and cell line genomic features, predict the synergy score measuring deviation from expected non-interaction effect. (1) Drug 1: CCC1=CC2CC(C3=C(CN(C2)C1)C4=CC=CC=C4N3)(C5=C(C=C6C(=C5)C78CCN9C7C(C=CC9)(C(C(C8N6C)(C(=O)OC)O)OC(=O)C)CC)OC)C(=O)OC.C(C(C(=O)O)O)(C(=O)O)O. Drug 2: C1CN(P(=O)(OC1)NCCCl)CCCl. Cell line: RPMI-8226. Synergy scores: CSS=26.4, Synergy_ZIP=-3.28, Synergy_Bliss=-8.02, Synergy_Loewe=-51.9, Synergy_HSA=-8.17. (2) Drug 2: C1CN1C2=NC(=NC(=N2)N3CC3)N4CC4. Drug 1: CC1=C2C(C(=O)C3(C(CC4C(C3C(C(C2(C)C)(CC1OC(=O)C(C(C5=CC=CC=C5)NC(=O)OC(C)(C)C)O)O)OC(=O)C6=CC=CC=C6)(CO4)OC(=O)C)O)C)O. Synergy scores: CSS=35.1, Synergy_ZIP=-2.67, Synergy_Bliss=-4.03, Synergy_Loewe=-1.85, Synergy_HSA=0.817. Cell line: LOX IMVI. (3) Drug 1: C1=CC(=CC=C1CCCC(=O)O)N(CCCl)CCCl. Drug 2: COC1=NC(=NC2=C1N=CN2C3C(C(C(O3)CO)O)O)N. Cell line: RXF 393. Synergy scores: CSS=16.4, Synergy_ZIP=-5.79, Synergy_Bliss=2.35, Synergy_Loewe=-2.66, Synergy_HSA=2.12. (4) Drug 1: CCC1(CC2CC(C3=C(CCN(C2)C1)C4=CC=CC=C4N3)(C5=C(C=C6C(=C5)C78CCN9C7C(C=CC9)(C(C(C8N6C=O)(C(=O)OC)O)OC(=O)C)CC)OC)C(=O)OC)O.OS(=O)(=O)O. Drug 2: C(CC(=O)O)C(=O)CN.Cl. Cell line: OVCAR3. Synergy scores: CSS=21.2, Synergy_ZIP=-2.74, Synergy_Bliss=-0.163, Synergy_Loewe=6.82, Synergy_HSA=2.68. (5) Drug 1: CC12CCC3C(C1CCC2=O)CC(=C)C4=CC(=O)C=CC34C. Drug 2: C1=CC(=CC=C1CC(C(=O)O)N)N(CCCl)CCCl.Cl. Cell line: A549. Synergy scores: CSS=47.9, Synergy_ZIP=-5.15, Synergy_Bliss=0.937, Synergy_Loewe=-6.20, Synergy_HSA=1.32. (6) Drug 1: CC1C(C(CC(O1)OC2CC(CC3=C2C(=C4C(=C3O)C(=O)C5=C(C4=O)C(=CC=C5)OC)O)(C(=O)C)O)N)O.Cl. Drug 2: CC(C)(C#N)C1=CC(=CC(=C1)CN2C=NC=N2)C(C)(C)C#N. Cell line: HS 578T. Synergy scores: CSS=13.4, Synergy_ZIP=-1.93, Synergy_Bliss=1.93, Synergy_Loewe=1.15, Synergy_HSA=1.16. (7) Drug 1: C1CN1P(=S)(N2CC2)N3CC3. Drug 2: C1CC(=O)NC(=O)C1N2C(=O)C3=CC=CC=C3C2=O. Synergy scores: CSS=7.76, Synergy_ZIP=-5.44, Synergy_Bliss=-2.37, Synergy_Loewe=-16.8, Synergy_HSA=-3.98. Cell line: SF-539.